This data is from Forward reaction prediction with 1.9M reactions from USPTO patents (1976-2016). The task is: Predict the product of the given reaction. (1) The product is: [F:27][CH:2]([F:1])[O:3][C:4]1[CH:5]=[C:6]([C:11]2[O:12][CH:13]=[C:14]([CH2:16][CH2:17][C:18]([C:20]3[C:25]([CH3:26])=[CH:24][CH:23]=[CH:22][N:21]=3)=[O:19])[N:15]=2)[CH:7]=[CH:8][C:9]=1[O:10][CH:29]([CH3:31])[CH3:30]. Given the reactants [F:1][CH:2]([F:27])[O:3][C:4]1[CH:5]=[C:6]([C:11]2[O:12][CH:13]=[C:14]([CH2:16][CH2:17][C:18]([C:20]3[C:25]([CH3:26])=[CH:24][CH:23]=[CH:22][N:21]=3)=[O:19])[N:15]=2)[CH:7]=[CH:8][C:9]=1[OH:10].Br[CH:29]([CH3:31])[CH3:30], predict the reaction product. (2) Given the reactants Br[CH2:2][CH2:3][CH:4]1[CH2:9][O:8][C:7]([CH3:11])([CH3:10])[O:6][CH2:5]1.[NH:12]1[CH:19]=[CH:18][C:16](=[O:17])[NH:15][C:13]1=[O:14].C(=O)([O-])[O-].[K+].[K+], predict the reaction product. The product is: [CH3:10][C:7]1([CH3:11])[O:8][CH2:9][CH:4]([CH2:3][CH2:2][N:12]2[CH:19]=[CH:18][C:16](=[O:17])[NH:15][C:13]2=[O:14])[CH2:5][O:6]1. (3) Given the reactants [Cl:1][C:2]1[CH:3]=[CH:4][C:5]2[NH:11][C:10](=O)[C@@H:9]([CH2:13][C:14]([O:16][CH:17]([CH3:19])[CH3:18])=[O:15])[S:8][C@H:7]([C:20]3[C:29]4[C:24](=[CH:25][CH:26]=[CH:27][CH:28]=4)[CH:23]=[CH:22][CH:21]=3)[C:6]=2[CH:30]=1.COC1C=CC(P2(SP(C3C=CC(OC)=CC=3)(=S)S2)=[S:40])=CC=1, predict the reaction product. The product is: [Cl:1][C:2]1[CH:3]=[CH:4][C:5]2[NH:11][C:10](=[S:40])[C@@H:9]([CH2:13][C:14]([O:16][CH:17]([CH3:18])[CH3:19])=[O:15])[S:8][C@H:7]([C:20]3[C:29]4[C:24](=[CH:25][CH:26]=[CH:27][CH:28]=4)[CH:23]=[CH:22][CH:21]=3)[C:6]=2[CH:30]=1. (4) Given the reactants [NH2:1][C:2]1[CH:18]=[CH:17][C:5]2[N:6]=[C:7]([NH:9][CH2:10][CH2:11][N:12]3[CH2:16][CH2:15][CH2:14][CH2:13]3)[S:8][C:4]=2[CH:3]=1.Br.C1(S[C:27]([C:29]2[S:30][CH:31]=[CH:32][CH:33]=2)=[NH:28])C=CC=CC=1, predict the reaction product. The product is: [N:12]1([CH2:11][CH2:10][NH:9][C:7]2[S:8][C:4]3[CH:3]=[C:2]([NH:1][C:27]([C:29]4[S:30][CH:31]=[CH:32][CH:33]=4)=[NH:28])[CH:18]=[CH:17][C:5]=3[N:6]=2)[CH2:16][CH2:15][CH2:14][CH2:13]1. (5) Given the reactants [NH:1]1[CH2:9][CH2:8][CH2:7][CH:3]([C:4]([OH:6])=[O:5])[CH2:2]1.[F:10][C:11]([F:26])([F:25])[C:12]1[CH:13]=[C:14]([CH:18]=[C:19]([C:21]([F:24])([F:23])[F:22])[CH:20]=1)[C:15](Cl)=[O:16].C(N(CC)CC)C, predict the reaction product. The product is: [F:10][C:11]([F:25])([F:26])[C:12]1[CH:13]=[C:14]([CH:18]=[C:19]([C:21]([F:24])([F:22])[F:23])[CH:20]=1)[C:15]([N:1]1[CH2:9][CH2:8][CH2:7][CH:3]([C:4]([OH:6])=[O:5])[CH2:2]1)=[O:16]. (6) Given the reactants [O:1]=[C:2]1[C:10]2[C:5](=[CH:6][CH:7]=[CH:8][CH:9]=2)[C:4](=[O:11])[N:3]1[CH2:12][CH2:13][CH2:14][CH2:15][N:16]1[C:24]2[C:19](=[CH:20][CH:21]=[C:22]([C:25]([C:27]3[S:28][C:29]([C:38]4[CH:43]=[CH:42][CH:41]=[C:40]([OH:44])[CH:39]=4)=[C:30]([CH2:32][C:33]([O:35][CH2:36][CH3:37])=[O:34])[CH:31]=3)=[O:26])[CH:23]=2)[CH:18]=[C:17]1[C:45]1[CH:60]=[CH:59][C:48]([C:49]([O:51]CC2C=CC=CC=2)=[O:50])=[CH:47][CH:46]=1, predict the reaction product. The product is: [O:1]=[C:2]1[C:10]2[C:5](=[CH:6][CH:7]=[CH:8][CH:9]=2)[C:4](=[O:11])[N:3]1[CH2:12][CH2:13][CH2:14][CH2:15][N:16]1[C:24]2[C:19](=[CH:20][CH:21]=[C:22]([C:25]([C:27]3[S:28][C:29]([C:38]4[CH:43]=[CH:42][CH:41]=[C:40]([OH:44])[CH:39]=4)=[C:30]([CH2:32][C:33]([O:35][CH2:36][CH3:37])=[O:34])[CH:31]=3)=[O:26])[CH:23]=2)[CH:18]=[C:17]1[C:45]1[CH:46]=[CH:47][C:48]([C:49]([OH:51])=[O:50])=[CH:59][CH:60]=1.